Dataset: Full USPTO retrosynthesis dataset with 1.9M reactions from patents (1976-2016). Task: Predict the reactants needed to synthesize the given product. (1) Given the product [F:1][C:2]1[CH:3]=[CH:4][C:5]([CH2:6][N:7]2[C:15]3[C:10](=[CH:11][C:12]([S:16]([CH3:19])(=[O:18])=[O:17])=[CH:13][CH:14]=3)[CH:9]=[C:8]2[CH2:20][C:22]2[S:23][CH:24]=[CH:25][N:26]=2)=[CH:27][CH:28]=1, predict the reactants needed to synthesize it. The reactants are: [F:1][C:2]1[CH:28]=[CH:27][C:5]([CH2:6][N:7]2[C:15]3[C:10](=[CH:11][C:12]([S:16]([CH3:19])(=[O:18])=[O:17])=[CH:13][CH:14]=3)[CH:9]=[C:8]2[C:20]([C:22]2[S:23][CH:24]=[CH:25][N:26]=2)=O)=[CH:4][CH:3]=1.[OH-].[K+].C(O)CO.NN. (2) Given the product [Br:12][CH2:1][C:2]([C:4]1[CH:9]=[C:8]([Cl:10])[CH:7]=[CH:6][C:5]=1[Cl:11])=[O:3], predict the reactants needed to synthesize it. The reactants are: [CH3:1][C:2]([C:4]1[CH:9]=[C:8]([Cl:10])[CH:7]=[CH:6][C:5]=1[Cl:11])=[O:3].[Br:12]Br.C([O-])(O)=O.[Na+]. (3) Given the product [C:6]1([CH:12]([Cl:5])[CH2:13][CH2:14][N:15]2[CH2:20][CH2:19][CH:18]([N:21]([CH2:35][CH3:36])[C:22](=[O:34])[CH2:23][C:24]3[CH:29]=[CH:28][C:27]([S:30]([CH3:33])(=[O:32])=[O:31])=[CH:26][CH:25]=3)[CH2:17][CH2:16]2)[CH:11]=[CH:10][CH:9]=[CH:8][CH:7]=1, predict the reactants needed to synthesize it. The reactants are: CS([Cl:5])(=O)=O.[C:6]1([CH:12](O)[CH2:13][CH2:14][N:15]2[CH2:20][CH2:19][CH:18]([N:21]([CH2:35][CH3:36])[C:22](=[O:34])[CH2:23][C:24]3[CH:29]=[CH:28][C:27]([S:30]([CH3:33])(=[O:32])=[O:31])=[CH:26][CH:25]=3)[CH2:17][CH2:16]2)[CH:11]=[CH:10][CH:9]=[CH:8][CH:7]=1.C(N(CC)CC)C. (4) Given the product [CH3:11][O:12][C:13](=[O:16])[CH2:14][NH:15][CH2:8][C:5]1[CH:6]=[CH:23][C:22]([N:19]([CH3:17])[CH3:20])=[CH:3][CH:4]=1, predict the reactants needed to synthesize it. The reactants are: NC1C=[CH:8][C:5]([CH:6]=O)=[CH:4][CH:3]=1.Cl.[CH3:11][O:12][C:13](=[O:16])[CH2:14][NH2:15].[CH2:17]([N:19]([CH2:22][CH3:23])[CH2:20]C)C.[O-]S([O-])(=O)=O.[Mg+2].[BH4-].[Na+].